Dataset: Catalyst prediction with 721,799 reactions and 888 catalyst types from USPTO. Task: Predict which catalyst facilitates the given reaction. (1) Reactant: Br[C:2]1[CH:10]=[C:9]2[C:5]([CH:6]=[N:7][N:8]2[CH3:11])=[C:4]([NH:12][C:13]([C:15]2[CH:20]=[CH:19][CH:18]=[C:17]([CH3:21])[N:16]=2)=[O:14])[CH:3]=1.C(=O)([O-])[O-].[Na+].[Na+].O1[CH2:33][CH2:32]OCC1. Product: [NH:7]1[C:32]2[C:33](=[C:10]([C:2]3[CH:10]=[C:9]4[C:5]([CH:6]=[N:7][N:8]4[CH3:11])=[C:4]([NH:12][C:13]([C:15]4[CH:20]=[CH:19][CH:18]=[C:17]([CH3:21])[N:16]=4)=[O:14])[CH:3]=3)[CH:2]=[CH:3][CH:4]=2)[CH:5]=[CH:6]1. The catalyst class is: 140. (2) Reactant: C[O:2][C:3]1[C:4]([C:21]2[CH:26]=[CH:25][CH:24]=[C:23]([N+:27]([O-:29])=[O:28])[CH:22]=2)=[CH:5][C:6]2[C:14]3[C:10](=[C:11]4[C:18](=[O:19])[NH:17][CH2:16][CH2:15][N:12]4[N:13]=3)[CH2:9][CH2:8][C:7]=2[CH:20]=1.B(Br)(Br)[Br:31]. Product: [BrH:31].[OH:2][C:3]1[C:4]([C:21]2[CH:26]=[CH:25][CH:24]=[C:23]([N+:27]([O-:29])=[O:28])[CH:22]=2)=[CH:5][C:6]2[C:14]3[C:10](=[C:11]4[C:18](=[O:19])[NH:17][CH2:16][CH2:15][N:12]4[N:13]=3)[CH2:9][CH2:8][C:7]=2[CH:20]=1. The catalyst class is: 2. (3) Reactant: C[O:2][C:3](=[O:19])[CH:4]([C:11]1[CH:16]=[CH:15][C:14]([S:17][CH3:18])=[CH:13][CH:12]=1)[CH2:5][C@H:6]1[CH2:10][CH2:9][CH2:8][O:7]1.[OH-].[Li+]. Product: [CH3:18][S:17][C:14]1[CH:13]=[CH:12][C:11]([CH:4]([CH2:5][C@H:6]2[CH2:10][CH2:9][CH2:8][O:7]2)[C:3]([OH:19])=[O:2])=[CH:16][CH:15]=1. The catalyst class is: 5.